The task is: Predict the reactants needed to synthesize the given product.. This data is from Full USPTO retrosynthesis dataset with 1.9M reactions from patents (1976-2016). (1) Given the product [F:29][C:2]([F:1])([C:21]1[CH:26]=[CH:25][C:24]([F:27])=[C:23]([CH3:28])[CH:22]=1)[C:3]1[CH:8]=[CH:7][C:6]([CH:9]2[C:14]3=[N:15][S:16](=[O:19])(=[O:20])[CH2:17][CH2:18][N:13]3[CH2:12][CH2:11][CH2:10]2)=[CH:5][CH:4]=1, predict the reactants needed to synthesize it. The reactants are: [F:1][C:2]([F:29])([C:21]1[CH:26]=[CH:25][C:24]([F:27])=[C:23]([CH3:28])[CH:22]=1)[C:3]1[CH:8]=[CH:7][C:6]([C:9]2[C:14]3=[N:15][S:16](=[O:20])(=[O:19])[CH2:17][CH2:18][N:13]3[CH:12]=[CH:11][CH:10]=2)=[CH:5][CH:4]=1. (2) The reactants are: [OH:1][C:2]1[CH:10]=[CH:9][C:5]([C:6]([OH:8])=[O:7])=[CH:4][CH:3]=1.[OH-].[K+].[C:13](Cl)(=[O:20])[C:14]1[CH:19]=[CH:18][CH:17]=[CH:16][CH:15]=1.Cl. Given the product [C:13]([O:1][C:2]1[CH:10]=[CH:9][C:5]([C:6]([OH:8])=[O:7])=[CH:4][CH:3]=1)(=[O:20])[C:14]1[CH:19]=[CH:18][CH:17]=[CH:16][CH:15]=1, predict the reactants needed to synthesize it. (3) Given the product [Cl:12][C:13]1[C:14]([F:21])=[C:15]([CH:18]=[CH:19][CH:20]=1)/[CH:16]=[C:6]1\[C:7](=[O:11])[NH:8][C:9]2[C:5]\1=[N:4][CH:3]=[C:2]([F:1])[CH:10]=2, predict the reactants needed to synthesize it. The reactants are: [F:1][C:2]1[CH:10]=[C:9]2[C:5]([CH2:6][C:7](=[O:11])[NH:8]2)=[N:4][CH:3]=1.[Cl:12][C:13]1[C:14]([F:21])=[C:15]([CH:18]=[CH:19][CH:20]=1)[CH:16]=O.N1CCCCC1. (4) Given the product [Br:1][C:2]1[C:3]([O:20][CH3:19])=[C:4]([C:16]#[N:17])[C:5](=[O:15])[N:6]([CH:8]2[CH2:13][CH2:12][CH2:11][CH2:10][CH:9]2[CH3:14])[CH:7]=1, predict the reactants needed to synthesize it. The reactants are: [Br:1][C:2]1[C:3](Cl)=[C:4]([C:16]#[N:17])[C:5](=[O:15])[N:6]([CH:8]2[CH2:13][CH2:12][CH2:11][CH2:10][CH:9]2[CH3:14])[CH:7]=1.[CH3:19][OH:20].C[O-].[Na+]. (5) Given the product [CH3:19][O:18][CH2:17][CH2:16][N:9]1[C:10]2[C:6](=[CH:5][C:4]([N+:1]([O-:3])=[O:2])=[CH:12][CH:11]=2)[CH2:7][CH2:8]1, predict the reactants needed to synthesize it. The reactants are: [N+:1]([C:4]1[CH:5]=[C:6]2[C:10](=[CH:11][CH:12]=1)[NH:9][CH2:8][CH2:7]2)([O-:3])=[O:2].[H-].[Na+].Br[CH2:16][CH2:17][O:18][CH3:19]. (6) Given the product [F:1][C:2]1[C:10]([NH:11][S:12]([CH2:15][CH2:16][CH3:17])(=[O:14])=[O:13])=[CH:9][CH:8]=[C:7]([F:18])[C:3]=1[C:4]([Cl:21])=[O:5], predict the reactants needed to synthesize it. The reactants are: [F:1][C:2]1[C:10]([NH:11][S:12]([CH2:15][CH2:16][CH3:17])(=[O:14])=[O:13])=[CH:9][CH:8]=[C:7]([F:18])[C:3]=1[C:4](O)=[O:5].S(Cl)([Cl:21])=O. (7) Given the product [Cl:1][C:2]1[CH:3]=[CH:4][C:5]([C:8]2[C:12]([NH:34][CH3:33])=[C:11]([CH3:25])[O:10][N:9]=2)=[N:6][CH:7]=1, predict the reactants needed to synthesize it. The reactants are: [Cl:1][C:2]1[CH:3]=[CH:4][C:5]([C:8]2[C:12](CN3C(=O)C4C(=CC=CC=4)C3=O)=[C:11]([CH3:25])[O:10][N:9]=2)=[N:6][CH:7]=1.FC1C=CC([C:33]2C(CN3C(=O)C4C(=CC=CC=4)C3=O)=C(C)O[N:34]=2)=CC=1. (8) Given the product [Cl:1][C:2]1[CH:3]=[C:4]([CH:7]=[C:8]([O:10][C:11]2[C:16](=[O:17])[N:15]([CH2:18][C:19]3[CH:24]=[C:23]([C:25]4[CH:30]=[CH:29][C:28]([F:31])=[CH:27][CH:26]=4)[C:22](=[O:32])[NH:21][N:20]=3)[CH:14]=[N:13][C:12]=2[C:39]([F:41])([F:42])[F:40])[CH:9]=1)[C:5]#[N:6], predict the reactants needed to synthesize it. The reactants are: [Cl:1][C:2]1[CH:3]=[C:4]([CH:7]=[C:8]([O:10][C:11]2[C:16](=[O:17])[N:15]([CH2:18][C:19]3[CH:24]=[C:23]([C:25]4[CH:30]=[CH:29][C:28]([F:31])=[CH:27][CH:26]=4)[C:22](=[O:32])[N:21](C4CCCCO4)[N:20]=3)[CH:14]=[N:13][C:12]=2[C:39]([F:42])([F:41])[F:40])[CH:9]=1)[C:5]#[N:6].C(O)(C(F)(F)F)=O. (9) Given the product [C:1]([NH:4][C:5]1[CH:6]=[C:7]([N:11]([C:16]2([C:42]([O:44][CH3:45])=[O:43])[CH2:21][CH2:20][N:19]([CH2:22][CH:23]([C:37]3[S:38][CH:39]=[CH:40][CH:41]=3)[C:24]([OH:26])=[O:25])[CH2:18][CH2:17]2)[C:12](=[O:15])[CH2:13][CH3:14])[CH:8]=[CH:9][CH:10]=1)(=[O:3])[CH3:2], predict the reactants needed to synthesize it. The reactants are: [C:1]([NH:4][C:5]1[CH:6]=[C:7]([N:11]([C:16]2([C:42]([O:44][CH3:45])=[O:43])[CH2:21][CH2:20][N:19]([CH2:22][CH:23]([C:37]3[S:38][CH:39]=[CH:40][CH:41]=3)[C:24]([O:26]CC3C(C)=CC(C)=CC=3C)=[O:25])[CH2:18][CH2:17]2)[C:12](=[O:15])[CH2:13][CH3:14])[CH:8]=[CH:9][CH:10]=1)(=[O:3])[CH3:2].FC(F)(F)C(O)=O. (10) The reactants are: [NH2:1][C:2]1[CH:3]=[C:4]([C:16]2[CH:21]=[CH:20][CH:19]=[CH:18][C:17]=2[CH3:22])[CH:5]=[CH:6][C:7]=1[NH:8]C(=O)OC(C)(C)C.[C:23]([NH:26][C:27]1[CH:35]=[CH:34][C:30]([C:31](O)=[O:32])=[CH:29][CH:28]=1)(=[O:25])[CH3:24].CCN(C(C)C)C(C)C.CN(C(ON1N=NC2C=CC=NC1=2)=[N+](C)C)C.F[P-](F)(F)(F)(F)F. Given the product [C:23]([NH:26][C:27]1[CH:35]=[CH:34][C:30]([C:31]([NH:1][C:2]2[CH:3]=[C:4]([C:16]3[CH:21]=[CH:20][CH:19]=[CH:18][C:17]=3[CH3:22])[CH:5]=[CH:6][C:7]=2[NH2:8])=[O:32])=[CH:29][CH:28]=1)(=[O:25])[CH3:24], predict the reactants needed to synthesize it.